This data is from Full USPTO retrosynthesis dataset with 1.9M reactions from patents (1976-2016). The task is: Predict the reactants needed to synthesize the given product. (1) Given the product [CH3:1][N:2]1[CH2:7][CH2:6][N:5]([C:8]([C:10]2[CH:11]=[CH:12][C:13]([O:19][CH2:20][C:21]3[CH:26]=[CH:25][CH:24]=[CH:23][CH:22]=3)=[C:14]([CH:18]=2)[C:15]([NH:33][C:29]2[CH:28]=[N:27][CH:32]=[CH:31][CH:30]=2)=[O:16])=[O:9])[CH2:4][CH2:3]1, predict the reactants needed to synthesize it. The reactants are: [CH3:1][N:2]1[CH2:7][CH2:6][N:5]([C:8]([C:10]2[CH:11]=[CH:12][C:13]([O:19][CH2:20][C:21]3[CH:26]=[CH:25][CH:24]=[CH:23][CH:22]=3)=[C:14]([CH:18]=2)[C:15](O)=[O:16])=[O:9])[CH2:4][CH2:3]1.[N:27]1[CH:32]=[CH:31][CH:30]=[C:29]([NH2:33])[CH:28]=1.C(Cl)CCl.C1C=CC2N(O)N=NC=2C=1. (2) Given the product [CH3:23][N:24]([CH3:35])[C:25]1[CH:33]=[C:32]([CH3:34])[CH:31]=[CH:30][C:26]=1[C:27]([NH:1][C:2]1[CH:7]=[CH:6][C:5]([N:8]([CH2:16][CH2:17][N:18]2[CH:22]=[CH:21][CH:20]=[N:19]2)[C:9](=[O:15])[O:10][C:11]([CH3:14])([CH3:12])[CH3:13])=[CH:4][CH:3]=1)=[O:28], predict the reactants needed to synthesize it. The reactants are: [NH2:1][C:2]1[CH:7]=[CH:6][C:5]([N:8]([CH2:16][CH2:17][N:18]2[CH:22]=[CH:21][CH:20]=[N:19]2)[C:9](=[O:15])[O:10][C:11]([CH3:14])([CH3:13])[CH3:12])=[CH:4][CH:3]=1.[CH3:23][N:24]([CH3:35])[C:25]1[CH:33]=[C:32]([CH3:34])[CH:31]=[CH:30][C:26]=1[C:27](O)=[O:28].ON1C2C=CC=CC=2N=N1.Cl.CN(C)CCCN=C=NCC. (3) Given the product [Br-:6].[N+:16]([C:13]1[CH:12]=[CH:11][C:10]([C:8](=[O:9])[CH2:7][C:2]2[S:1][CH:5]=[CH:4][NH+:3]=2)=[CH:15][CH:14]=1)([O-:18])=[O:17], predict the reactants needed to synthesize it. The reactants are: [S:1]1[CH:5]=[CH:4][N:3]=[CH:2]1.[Br:6][CH2:7][C:8]([C:10]1[CH:15]=[CH:14][C:13]([N+:16]([O-:18])=[O:17])=[CH:12][CH:11]=1)=[O:9].